The task is: Regression. Given two drug SMILES strings and cell line genomic features, predict the synergy score measuring deviation from expected non-interaction effect.. This data is from NCI-60 drug combinations with 297,098 pairs across 59 cell lines. Drug 1: C1=CC(=CC=C1CCC2=CNC3=C2C(=O)NC(=N3)N)C(=O)NC(CCC(=O)O)C(=O)O. Drug 2: CCN(CC)CCNC(=O)C1=C(NC(=C1C)C=C2C3=C(C=CC(=C3)F)NC2=O)C. Cell line: NCI-H460. Synergy scores: CSS=34.1, Synergy_ZIP=3.64, Synergy_Bliss=1.65, Synergy_Loewe=-14.8, Synergy_HSA=0.550.